This data is from Reaction yield outcomes from USPTO patents with 853,638 reactions. The task is: Predict the reaction yield, written as a fraction of the theoretical maximum amount of product (1.0 means a 100% yield; for example, 0.34 means a 34% yield). (1) The reactants are Cl[C:2]1[N:7]=[C:6]([NH:8][CH:9]2[CH2:26][CH2:25][C:12]3([CH2:17][CH2:16][N:15]([C:18]([O:20][C:21]([CH3:24])([CH3:23])[CH3:22])=[O:19])[CH2:14][CH2:13]3)[CH2:11][CH2:10]2)[C:5]([Cl:27])=[CH:4][N:3]=1.Cl.[CH3:29][N:30]1[C:38]([CH3:39])=[C:37]2[C:32]([CH:33]=[C:34]([NH2:40])[CH:35]=[CH:36]2)=[N:31]1.CCN(C(C)C)C(C)C. The catalyst is CCCCO. The product is [Cl:27][C:5]1[C:6]([NH:8][CH:9]2[CH2:26][CH2:25][C:12]3([CH2:13][CH2:14][N:15]([C:18]([O:20][C:21]([CH3:22])([CH3:23])[CH3:24])=[O:19])[CH2:16][CH2:17]3)[CH2:11][CH2:10]2)=[N:7][C:2]([NH:40][C:34]2[CH:35]=[CH:36][C:37]3[C:32]([CH:33]=2)=[N:31][N:30]([CH3:29])[C:38]=3[CH3:39])=[N:3][CH:4]=1. The yield is 0.198. (2) The product is [ClH:43].[ClH:43].[NH:29]1[CH2:30][CH2:31][CH:26]([NH:25][C:23]([C:21]2[O:22][C:18]3[CH:17]=[C:16]([O:15][CH:12]4[CH2:11][CH2:10][N:9]([C:6]5[CH:5]=[CH:4][C:3]([C:2]([F:42])([F:1])[F:41])=[CH:8][CH:7]=5)[CH2:14][CH2:13]4)[CH:40]=[CH:39][C:19]=3[N:20]=2)=[O:24])[CH2:27][CH2:28]1. The reactants are [F:1][C:2]([F:42])([F:41])[C:3]1[CH:8]=[CH:7][C:6]([N:9]2[CH2:14][CH2:13][CH:12]([O:15][C:16]3[CH:40]=[CH:39][C:19]4[N:20]=[C:21]([C:23]([NH:25][CH:26]5[CH2:31][CH2:30][N:29](C(OC(C)(C)C)=O)[CH2:28][CH2:27]5)=[O:24])[O:22][C:18]=4[CH:17]=3)[CH2:11][CH2:10]2)=[CH:5][CH:4]=1.[ClH:43]. The catalyst is O1CCOCC1. The yield is 0.990. (3) The reactants are [F:1][C:2]1[C:3]([F:12])=[CH:4][C:5]2[S:9][C:8]([NH2:10])=[N:7][C:6]=2[CH:11]=1.[CH3:13][O:14][C:15]1[CH:16]=[C:17]([CH:21]=[C:22]([O:24][CH3:25])[CH:23]=1)[C:18](Cl)=[O:19].Br[CH:27]([CH2:32][CH3:33])[C:28]([O:30]C)=[O:29].COC1C=CC2N=C(N)SC=2C=1.ClC1C=C(C=CC=1)C(Cl)=O.BrCC(OCC)=O. No catalyst specified. The product is [CH3:13][O:14][C:15]1[CH:16]=[C:17]([CH:21]=[C:22]([O:24][CH3:25])[CH:23]=1)[C:18]([N:10]=[C:8]1[N:7]([CH:27]([CH2:32][CH3:33])[C:28]([OH:30])=[O:29])[C:6]2[CH:11]=[C:2]([F:1])[C:3]([F:12])=[CH:4][C:5]=2[S:9]1)=[O:19]. The yield is 0.150. (4) The reactants are I[C:2]1[C:10]2[C:5](=[CH:6][C:7]([C@H:11]3[C@@:13]4([C:21]5[C:16](=[CH:17][CH:18]=[CH:19][CH:20]=5)[NH:15][C:14]4=[O:22])[CH2:12]3)=[CH:8][CH:9]=2)[NH:4][N:3]=1.CC1(C)C(C)(C)OB(/[CH:31]=[CH:32]/[C:33]2[CH:34]=[CH:35][C:36]3[O:42][CH2:41][CH2:40][N:39](C(OC(C)(C)C)=O)[CH2:38][C:37]=3[CH:50]=2)O1.[C:52]([OH:58])([C:54]([F:57])([F:56])[F:55])=[O:53]. The catalyst is C(Cl)Cl. The product is [F:55][C:54]([F:57])([F:56])[C:52]([OH:58])=[O:53].[O:42]1[C:36]2[CH:35]=[CH:34][C:33](/[CH:32]=[CH:31]/[C:2]3[C:10]4[C:5](=[CH:6][C:7]([C@H:11]5[C@@:13]6([C:21]7[C:16](=[CH:17][CH:18]=[CH:19][CH:20]=7)[NH:15][C:14]6=[O:22])[CH2:12]5)=[CH:8][CH:9]=4)[NH:4][N:3]=3)=[CH:50][C:37]=2[CH2:38][NH:39][CH2:40][CH2:41]1. The yield is 0.300. (5) The reactants are [CH3:1][C:2]1[N:7]=[C:6]2[S:8][C:9]3[CH2:14][CH2:13][CH2:12][CH2:11][C:10]=3[C:5]2=[C:4]([C:15]2[C:16]([CH3:26])=[C:17]3[C:22](=[C:23]([F:25])[CH:24]=2)[O:21][CH2:20][CH2:19][CH2:18]3)[C:3]=1[CH:27]([O:32][C:33]([CH3:36])([CH3:35])[CH3:34])[C:28]([O:30]C)=[O:29].[OH-].[Na+]. The catalyst is CO. The product is [CH3:1][C:2]1[N:7]=[C:6]2[S:8][C:9]3[CH2:14][CH2:13][CH2:12][CH2:11][C:10]=3[C:5]2=[C:4]([C:15]2[C:16]([CH3:26])=[C:17]3[C:22](=[C:23]([F:25])[CH:24]=2)[O:21][CH2:20][CH2:19][CH2:18]3)[C:3]=1[CH:27]([O:32][C:33]([CH3:36])([CH3:35])[CH3:34])[C:28]([OH:30])=[O:29]. The yield is 0.120.